Dataset: Forward reaction prediction with 1.9M reactions from USPTO patents (1976-2016). Task: Predict the product of the given reaction. (1) Given the reactants [CH2:1]([N:3]1[C:7](=[NH:8])/[C:6](=[CH:9]/[C:10]2[CH:15]=[CH:14][C:13]([O:16]CC3C=CC(OC)=CC=3)=[C:12]([O:26][CH3:27])[CH:11]=2)/[N:5]([CH3:28])[C:4]1=[O:29])[CH3:2], predict the reaction product. The product is: [CH2:1]([N:3]1[C:7](=[NH:8])/[C:6](=[CH:9]\[C:10]2[CH:15]=[CH:14][C:13]([OH:16])=[C:12]([O:26][CH3:27])[CH:11]=2)/[N:5]([CH3:28])[C:4]1=[O:29])[CH3:2]. (2) Given the reactants [CH2:1]([C:3]1([CH2:25][CH3:26])[C:7](=[O:8])[O:6][CH:5]([CH2:9][CH2:10][N:11]2[CH2:16][CH2:15][N:14]([C:17]3[CH:24]=[CH:23][CH:22]=[CH:21][C:18]=3C#N)[CH2:13][CH2:12]2)[CH2:4]1)[CH3:2].[N:27]1(C2C=CC(C#N)=CC=2)CCNC[CH2:28]1.N1(C2C=CC=CC=2C#N)CCNCC1, predict the reaction product. The product is: [CH2:25]([C:3]1([CH2:1][CH3:2])[C:7](=[O:8])[O:6][CH:5]([CH2:9][CH2:10][N:11]2[CH2:16][CH2:15][N:14]([C:17]3[CH:24]=[CH:23][C:22]([C:28]#[N:27])=[CH:21][CH:18]=3)[CH2:13][CH2:12]2)[CH2:4]1)[CH3:26]. (3) Given the reactants [F:1][C:2]1[C:15]2[O:14][C:13]3[C:8](=[CH:9][C:10]([C:16]4[C:17]([F:22])=[N:18][CH:19]=[CH:20][CH:21]=4)=[CH:11][CH:12]=3)[C:7]3([CH2:27][CH2:26][O:25][C:24]([NH2:28])=[N:23]3)[C:6]=2[CH:5]=[C:4]([O:29]C)[CH:3]=1.C(Cl)Cl, predict the reaction product. The product is: [NH2:28][C:24]1[O:25][CH2:26][CH2:27][C:7]2([N:23]=1)[C:6]1[CH:5]=[C:4]([OH:29])[CH:3]=[C:2]([F:1])[C:15]=1[O:14][C:13]1[C:8]2=[CH:9][C:10]([C:16]2[C:17]([F:22])=[N:18][CH:19]=[CH:20][CH:21]=2)=[CH:11][CH:12]=1. (4) Given the reactants Cl.[Cl:2][C:3]1[N:4]=[C:5]([C@@H:19]2[CH2:23][C@H:22]([CH:24]3[CH2:29][CH2:28][N:27]([S:30]([CH3:33])(=[O:32])=[O:31])[CH2:26][CH2:25]3)[CH2:21][NH:20]2)[NH:6][C:7]=1[C:8]1[CH:13]=[CH:12][C:11]([NH:14][C:15](=[O:18])[O:16][CH3:17])=[CH:10][CH:9]=1.[CH3:34][C:35]([O:38][C:39]([NH:41][C:42]([C:44]1[CH:52]=[CH:51][C:47]([C:48](O)=[O:49])=[CH:46][CH:45]=1)=[NH:43])=[O:40])([CH3:37])[CH3:36], predict the reaction product. The product is: [Cl:2][C:3]1[N:4]=[C:5]([C@@H:19]2[CH2:23][C@H:22]([CH:24]3[CH2:29][CH2:28][N:27]([S:30]([CH3:33])(=[O:32])=[O:31])[CH2:26][CH2:25]3)[CH2:21][N:20]2[C:48]([C:47]2[CH:46]=[CH:45][C:44]([C:42]([NH:41][C:39](=[O:40])[O:38][C:35]([CH3:36])([CH3:34])[CH3:37])=[NH:43])=[CH:52][CH:51]=2)=[O:49])[NH:6][C:7]=1[C:8]1[CH:13]=[CH:12][C:11]([NH:14][C:15]([O:16][CH3:17])=[O:18])=[CH:10][CH:9]=1. (5) Given the reactants Cl.[C:2]1([N:8]2[C:12]3[C:13]4[S:17][C:16]([NH:18]C(=O)C)=[N:15][C:14]=4[CH2:22][CH2:23][C:11]=3[CH:10]=[N:9]2)[CH:7]=[CH:6][CH:5]=[CH:4][CH:3]=1.[OH-].[Na+], predict the reaction product. The product is: [C:2]1([N:8]2[C:12]3[C:13]4[S:17][C:16]([NH2:18])=[N:15][C:14]=4[CH2:22][CH2:23][C:11]=3[CH:10]=[N:9]2)[CH:3]=[CH:4][CH:5]=[CH:6][CH:7]=1.